Dataset: Full USPTO retrosynthesis dataset with 1.9M reactions from patents (1976-2016). Task: Predict the reactants needed to synthesize the given product. (1) The reactants are: [CH3:1][O:2][C:3](=[O:16])[CH:4]([NH2:15])[CH2:5][N:6]1[CH2:11][CH2:10][C:9]2[NH:12][N:13]=[CH:14][C:8]=2[CH2:7]1.[C:17](C1NC=CN=1)(C1NC=CN=1)=[O:18].[NH:29]1[CH2:34][CH2:33][CH:32]([N:35]2[CH2:44][C:43]3[C:38](=[CH:39][CH:40]=[CH:41][CH:42]=3)[NH:37][C:36]2=[O:45])[CH2:31][CH2:30]1. Given the product [CH3:1][O:2][C:3](=[O:16])[CH:4]([NH:15][C:17]([N:29]1[CH2:30][CH2:31][CH:32]([N:35]2[CH2:44][C:43]3[C:38](=[CH:39][CH:40]=[CH:41][CH:42]=3)[NH:37][C:36]2=[O:45])[CH2:33][CH2:34]1)=[O:18])[CH2:5][N:6]1[CH2:11][CH2:10][C:9]2[NH:12][N:13]=[CH:14][C:8]=2[CH2:7]1, predict the reactants needed to synthesize it. (2) Given the product [OH:5][C:6]1([C:14]2[CH:15]=[N:16][CH:17]=[C:18]([C:20]3[CH:25]=[C:24]([NH:26][C:27]4[N:32]=[C:31]([C:33]([F:36])([F:35])[F:34])[CH:30]=[CH:29][N:28]=4)[CH:23]=[C:22]([CH3:37])[CH:21]=3)[CH:19]=2)[CH2:10][CH2:9][CH:8]([C:11]([OH:13])=[O:12])[CH2:7]1, predict the reactants needed to synthesize it. The reactants are: [OH-].[K+].CO.[OH:5][C:6]1([C:14]2[CH:15]=[N:16][CH:17]=[C:18]([C:20]3[CH:25]=[C:24]([NH:26][C:27]4[N:32]=[C:31]([C:33]([F:36])([F:35])[F:34])[CH:30]=[CH:29][N:28]=4)[CH:23]=[C:22]([CH3:37])[CH:21]=3)[CH:19]=2)[CH2:10][CH2:9][CH:8]([C:11]([O-:13])=[O:12])[CH2:7]1. (3) Given the product [N:3]1[C:8]2[NH:9][CH:10]=[CH:11][C:7]=2[C:6]([N:12]2[CH2:16][CH2:15][C@@H:14]([N:17]([CH3:25])[C:18]3[CH:23]=[CH:22][N:21]=[CH:20][N:19]=3)[CH2:13]2)=[N:5][CH:4]=1, predict the reactants needed to synthesize it. The reactants are: [H][H].[N:3]1[C:8]2[NH:9][CH:10]=[CH:11][C:7]=2[C:6]([N:12]2[CH2:16][CH2:15][C@@H:14]([N:17]([CH3:25])[C:18]3[CH:23]=[CH:22][N:21]=[C:20](Cl)[N:19]=3)[CH2:13]2)=[N:5][CH:4]=1. (4) Given the product [CH2:15]([O:22][C:23]1[CH:28]=[CH:27][C:26]([S:29][C:30]2[CH:31]=[CH:32][C:33]([N+:36]([O-:38])=[O:37])=[CH:34][C:35]=2[NH:2][C:1]2[C:3]3[CH:8]=[CH:7][C:6]([CH3:9])=[N:5][C:4]=3[N:10]=[CH:11][N:12]=2)=[CH:25][CH:24]=1)[C:16]1[CH:17]=[CH:18][CH:19]=[CH:20][CH:21]=1, predict the reactants needed to synthesize it. The reactants are: [C:1]([C:3]1[C:4]([N:10]=[CH:11][N:12](C)C)=[N:5][C:6]([CH3:9])=[CH:7][CH:8]=1)#[N:2].[CH2:15]([O:22][C:23]1[CH:28]=[CH:27][C:26]([S:29][C:30]2[CH:35]=[CH:34][C:33]([N+:36]([O-:38])=[O:37])=[CH:32][C:31]=2N)=[CH:25][CH:24]=1)[C:16]1[CH:21]=[CH:20][CH:19]=[CH:18][CH:17]=1.